This data is from Blood-brain barrier permeability classification from the B3DB database. The task is: Regression/Classification. Given a drug SMILES string, predict its absorption, distribution, metabolism, or excretion properties. Task type varies by dataset: regression for continuous measurements (e.g., permeability, clearance, half-life) or binary classification for categorical outcomes (e.g., BBB penetration, CYP inhibition). Dataset: b3db_classification. The compound is CC(=O)N1CCN(C(=O)Cc2ccc(Cl)c(Cl)c2)[C@@H](CN2CC[C@H](O)C2)C1. The result is 0 (does not penetrate BBB).